The task is: Predict the product of the given reaction.. This data is from Forward reaction prediction with 1.9M reactions from USPTO patents (1976-2016). (1) Given the reactants [F:1][C:2]([F:9])([F:8])[C:3]1[CH:7]=[CH:6][NH:5][N:4]=1.[H-].[Na+].Cl[C:13]1[CH:22]=[C:21]([O:23][CH2:24][C:25]2[CH:30]=[CH:29][C:28]([O:31][CH3:32])=[CH:27][CH:26]=2)[C:20]2[C:15](=[C:16]([Cl:35])[C:17]([O:33][CH3:34])=[CH:18][CH:19]=2)[N:14]=1.CCOC(C)=O, predict the reaction product. The product is: [Cl:35][C:16]1[C:17]([O:33][CH3:34])=[CH:18][CH:19]=[C:20]2[C:15]=1[N:14]=[C:13]([N:5]1[CH:6]=[CH:7][C:3]([C:2]([F:9])([F:8])[F:1])=[N:4]1)[CH:22]=[C:21]2[O:23][CH2:24][C:25]1[CH:30]=[CH:29][C:28]([O:31][CH3:32])=[CH:27][CH:26]=1. (2) Given the reactants CO[C:3](=[O:15])[C:4]1[CH:9]=[CH:8][CH:7]=[C:6]([C:10]2[N:11]=[CH:12][O:13][CH:14]=2)[CH:5]=1.[C:16]([O:19][C:20]([CH3:23])([CH3:22])[CH3:21])(=[O:18])[CH3:17].[Li], predict the reaction product. The product is: [C:20]([O:19][C:16](=[O:18])[CH2:17][C:3]([C:4]1[CH:9]=[CH:8][CH:7]=[C:6]([C:10]2[N:11]=[CH:12][O:13][CH:14]=2)[CH:5]=1)=[O:15])([CH3:23])([CH3:22])[CH3:21]. (3) Given the reactants [Br:1][C:2]1[CH:8]=[CH:7][C:5]([NH2:6])=[CH:4][C:3]=1[O:9][CH2:10][CH3:11].CCN(C(C)C)C(C)C.Cl[C:22]([O:24][CH2:25][CH2:26][Cl:27])=[O:23], predict the reaction product. The product is: [Br:1][C:2]1[CH:8]=[CH:7][C:5]([NH:6][C:22](=[O:23])[O:24][CH2:25][CH2:26][Cl:27])=[CH:4][C:3]=1[O:9][CH2:10][CH3:11]. (4) Given the reactants [CH3:1][C:2]1[C:3]2[C:8]([CH2:9][CH2:10][N:11]=1)=[C:7]1[O:12][CH2:13][O:14][C:6]1=[CH:5][CH:4]=2.C(O[BH-](OC(=O)C)OC(=O)C)(=O)C.[Na+], predict the reaction product. The product is: [CH3:1][CH:2]1[NH:11][CH2:10][CH2:9][C:8]2[C:3]1=[CH:4][CH:5]=[C:6]1[O:14][CH2:13][O:12][C:7]1=2. (5) Given the reactants [Br:1][C:2]1[CH:3]=[C:4]([CH:7]=[CH:8][C:9]=1[O:10][CH3:11])[CH:5]=O.[S:12]1[CH:16]=[CH:15][C:14]2[CH:17]=[CH:18][CH:19]=[CH:20][C:13]1=2, predict the reaction product. The product is: [Br:1][C:2]1[CH:3]=[C:4]([CH:7]=[CH:8][C:9]=1[O:10][CH3:11])[CH2:5][C:16]1[S:12][C:13]2[CH:20]=[CH:19][CH:18]=[CH:17][C:14]=2[CH:15]=1. (6) Given the reactants [OH:1][C:2]1[CH:7]=[CH:6][C:5]([CH3:8])=[CH:4][N:3]=1.O[CH:10]1[CH2:15][CH2:14][CH:13]([C:16]([O:18][CH2:19][CH3:20])=[O:17])[CH2:12][CH2:11]1.C1(P(C2C=CC=CC=2)C2C=CC=CC=2)C=CC=CC=1.CC(OC(/N=N/C(OC(C)C)=O)=O)C, predict the reaction product. The product is: [CH2:19]([O:18][C:16]([CH:13]1[CH2:14][CH2:15][CH:10]([O:1][C:2]2[CH:7]=[CH:6][C:5]([CH3:8])=[CH:4][N:3]=2)[CH2:11][CH2:12]1)=[O:17])[CH3:20]. (7) Given the reactants [N:1]12[CH2:8][CH2:7][CH:4]([CH2:5][CH2:6]1)[CH:3]([NH:9][C:10]([NH:12][C:13]([C:16]1[CH:21]=[CH:20][CH:19]=[C:18](Br)[CH:17]=1)([CH3:15])[CH3:14])=[O:11])[CH2:2]2.[C:23]1(B(O)O)[CH:28]=[CH:27][CH:26]=[CH:25][CH:24]=1, predict the reaction product. The product is: [N:1]12[CH2:8][CH2:7][CH:4]([CH2:5][CH2:6]1)[CH:3]([NH:9][C:10]([NH:12][C:13]([C:16]1[CH:17]=[C:18]([C:23]3[CH:28]=[CH:27][CH:26]=[CH:25][CH:24]=3)[CH:19]=[CH:20][CH:21]=1)([CH3:15])[CH3:14])=[O:11])[CH2:2]2.